This data is from Catalyst prediction with 721,799 reactions and 888 catalyst types from USPTO. The task is: Predict which catalyst facilitates the given reaction. (1) Reactant: Br[C:2]1[C:10]2[C:5](=[CH:6][CH:7]=[C:8]([O:11][CH3:12])[CH:9]=2)[N:4]([CH3:13])[N:3]=1.[CH3:14][Sn:15]([CH3:21])([CH3:20])[Sn:15]([CH3:21])([CH3:20])[CH3:14]. Product: [CH3:12][O:11][C:8]1[CH:9]=[C:10]2[C:5](=[CH:6][CH:7]=1)[N:4]([CH3:13])[N:3]=[C:2]2[Sn:15]([CH3:21])([CH3:20])[CH3:14]. The catalyst class is: 109. (2) Reactant: [O:1]=[C:2]1[C:7]([C:8]([O:10][CH2:11][CH3:12])=[O:9])=[N:6][NH:5][C:4]2[N:13]=[CH:14][CH:15]=[CH:16][C:3]1=2.[Cl:17][C:18]1[CH:23]=[CH:22][C:21]([CH2:24]Cl)=[CH:20][N:19]=1.[H-].[Na+].C(=O)(O)[O-].[Na+]. Product: [Cl:17][C:18]1[N:19]=[CH:20][C:21]([CH2:24][N:5]2[C:4]3[N:13]=[CH:14][CH:15]=[CH:16][C:3]=3[C:2](=[O:1])[C:7]([C:8]([O:10][CH2:11][CH3:12])=[O:9])=[N:6]2)=[CH:22][CH:23]=1. The catalyst class is: 9. (3) Reactant: [N:1]([CH2:4][C:5]1[N:6]=[C:7]2[CH:13]=[C:12]([C:14]3[C:22]4[C:17](=[CH:18][CH:19]=[C:20]([O:23][CH3:24])[CH:21]=4)[N:16]([CH3:25])[CH:15]=3)[N:11]([CH2:26][O:27][CH2:28][CH2:29][Si:30]([CH3:33])([CH3:32])[CH3:31])[C:8]2=[N:9][CH:10]=1)=[N+]=[N-].C1(P(C2C=CC=CC=2)C2C=CC=CC=2)C=CC=CC=1.O. Product: [NH4+:1].[OH-:23].[CH3:24][O:23][C:20]1[CH:21]=[C:22]2[C:17](=[CH:18][CH:19]=1)[N:16]([CH3:25])[CH:15]=[C:14]2[C:12]1[N:11]([CH2:26][O:27][CH2:28][CH2:29][Si:30]([CH3:31])([CH3:33])[CH3:32])[C:8]2=[N:9][CH:10]=[C:5]([CH2:4][NH2:1])[N:6]=[C:7]2[CH:13]=1. The catalyst class is: 1. (4) Reactant: [CH3:1][CH:2]1[CH2:7][NH:6][CH2:5][CH2:4][NH:3]1.[C:8]([O:12][C:13](O[C:13]([O:12][C:8]([CH3:11])([CH3:10])[CH3:9])=[O:14])=[O:14])([CH3:11])([CH3:10])[CH3:9]. Product: [C:13]([N:6]1[CH2:5][CH2:4][NH:3][CH:2]([CH3:1])[CH2:7]1)([O:12][C:8]([CH3:11])([CH3:10])[CH3:9])=[O:14]. The catalyst class is: 4. (5) Reactant: [Cl:1][C:2]1[N:10]=[C:9]2[C:5]([NH:6][CH:7]=[N:8]2)=[C:4]([Cl:11])[N:3]=1.[CH:12]1(O)[CH2:16][CH2:15][CH2:14][CH2:13]1.C1(P(C2C=CC=CC=2)C2C=CC=CC=2)C=CC=CC=1.N(C(OCC)=O)=NC(OCC)=O. Product: [Cl:1][C:2]1[N:10]=[C:9]2[C:5]([N:6]=[CH:7][N:8]2[CH:12]2[CH2:16][CH2:15][CH2:14][CH2:13]2)=[C:4]([Cl:11])[N:3]=1. The catalyst class is: 1.